From a dataset of Full USPTO retrosynthesis dataset with 1.9M reactions from patents (1976-2016). Predict the reactants needed to synthesize the given product. Given the product [CH3:19][O:20][C:21](=[O:28])[C@@H:22]([NH:23][C:15]([C:7]1[CH:6]=[CH:5][C:4]([CH:1]2[CH2:2][CH2:3]2)=[C:9]([O:10][CH2:11][CH:12]2[CH2:13][CH2:14]2)[N:8]=1)=[O:17])[CH2:24][CH:25]([CH3:27])[CH3:26], predict the reactants needed to synthesize it. The reactants are: [CH:1]1([C:4]2[CH:5]=[CH:6][C:7]([C:15]([OH:17])=O)=[N:8][C:9]=2[O:10][CH2:11][CH:12]2[CH2:14][CH2:13]2)[CH2:3][CH2:2]1.Cl.[CH3:19][O:20][C:21](=[O:28])[C@H:22]([CH2:24][CH:25]([CH3:27])[CH3:26])[NH2:23].